The task is: Predict the reactants needed to synthesize the given product.. This data is from Full USPTO retrosynthesis dataset with 1.9M reactions from patents (1976-2016). (1) Given the product [C:12]([O:11][C:10]1[CH:9]=[CH:8][C:4]([C:5]([OH:7])=[O:6])=[CH:3][C:2]=1[Br:1])(=[O:14])[CH3:13], predict the reactants needed to synthesize it. The reactants are: [Br:1][C:2]1[CH:3]=[C:4]([CH:8]=[CH:9][C:10]=1[OH:11])[C:5]([OH:7])=[O:6].[C:12](Cl)(=[O:14])[CH3:13]. (2) Given the product [CH3:23][NH:24][S:25]([C:28]1[CH:29]=[C:30]2[C:34](=[CH:35][CH:36]=1)[NH:33][C:32](=[O:37])/[C:31]/2=[CH:21]\[C:13]1[NH:14][C:15]2[CH2:16][CH2:17][CH2:18][CH2:19][C:20]=2[C:12]=1[CH2:11][CH2:10][CH2:9][N:4]1[CH2:5][CH:6]([CH3:8])[NH:7][CH:2]([CH3:1])[CH2:3]1)(=[O:27])=[O:26], predict the reactants needed to synthesize it. The reactants are: [CH3:1][CH:2]1[NH:7][CH:6]([CH3:8])[CH2:5][N:4]([CH2:9][CH2:10][CH2:11][C:12]2[C:20]3[CH2:19][CH2:18][CH2:17][CH2:16][C:15]=3[NH:14][C:13]=2[CH:21]=O)[CH2:3]1.[CH3:23][NH:24][S:25]([C:28]1[CH:29]=[C:30]2[C:34](=[CH:35][CH:36]=1)[NH:33][C:32](=[O:37])[CH2:31]2)(=[O:27])=[O:26].